The task is: Predict the reactants needed to synthesize the given product.. This data is from Full USPTO retrosynthesis dataset with 1.9M reactions from patents (1976-2016). (1) The reactants are: [CH3:1][C:2]1[N:6]([CH2:7][C:8]2[CH:13]=[CH:12][C:11]([CH3:14])=[CH:10][CH:9]=2)[N:5]=[C:4]([C:15]([OH:17])=O)[CH:3]=1.C(Cl)(=O)C([Cl:21])=O. Given the product [CH3:1][C:2]1[N:6]([CH2:7][C:8]2[CH:13]=[CH:12][C:11]([CH3:14])=[CH:10][CH:9]=2)[N:5]=[C:4]([C:15]([Cl:21])=[O:17])[CH:3]=1, predict the reactants needed to synthesize it. (2) Given the product [C:2]([O:5][CH2:6][C:7]1[N:8]=[C:9]([NH:12][C:19](=[O:21])[CH3:20])[S:10][CH:11]=1)(=[O:4])[CH3:3], predict the reactants needed to synthesize it. The reactants are: Cl.[C:2]([O:5][CH2:6][C:7]1[N:8]=[C:9]([NH2:12])[S:10][CH:11]=1)(=[O:4])[CH3:3].N1C=CC=CC=1.[C:19](Cl)(=[O:21])[CH3:20].O. (3) Given the product [CH3:23][N:3]1[C:2]([CH3:1])=[C:10]2[C:5]([CH:6]=[C:7]([N+:11]([O-:13])=[O:12])[CH:8]=[CH:9]2)=[N:4]1, predict the reactants needed to synthesize it. The reactants are: [CH3:1][C:2]1[C:10]2[C:5](=[CH:6][C:7]([N+:11]([O-:13])=[O:12])=[CH:8][CH:9]=2)[NH:4][N:3]=1.S(=O)(=O)(O)O.S(OC)(O[CH3:23])(=O)=O.C(=O)(O)[O-].[Na+]. (4) Given the product [C:4]([O:3][C:1](=[O:2])[NH:8][CH:9]([C:17](=[O:19])[NH:38][C:37]1[CH:39]=[CH:40][C:41]([F:43])=[CH:42][C:36]=1[F:35])[CH2:10][CH2:11][S:12][C:13]([F:14])([F:15])[F:16])([CH3:5])([CH3:6])[CH3:7], predict the reactants needed to synthesize it. The reactants are: [C:1]([NH:8][C@H:9]([C:17]([OH:19])=O)[CH2:10][CH2:11][S:12][C:13]([F:16])([F:15])[F:14])([O:3][C:4]([CH3:7])([CH3:6])[CH3:5])=[O:2].CN1CCOCC1.ClC(OCC(C)C)=O.[F:35][C:36]1[CH:42]=[C:41]([F:43])[CH:40]=[CH:39][C:37]=1[NH2:38]. (5) Given the product [CH2:16]([O:15][C:6]1[CH:7]=[C:8]([C:11]([F:14])([F:13])[F:12])[CH:9]=[CH:10][C:5]=1[O:2][CH3:1])[C:17]1[CH:22]=[CH:21][CH:20]=[CH:19][CH:18]=1, predict the reactants needed to synthesize it. The reactants are: [CH3:1][O-:2].[Na+].F[C:5]1[CH:10]=[CH:9][C:8]([C:11]([F:14])([F:13])[F:12])=[CH:7][C:6]=1[O:15][CH2:16][C:17]1[CH:22]=[CH:21][CH:20]=[CH:19][CH:18]=1. (6) Given the product [CH2:1]([O:8][C:9]1[CH:15]=[CH:14][C:13]([N+:16]([O-:18])=[O:17])=[CH:12][C:10]=1[NH:11][C:22]1[C:23]([F:27])=[CH:24][N:25]=[C:20]([Cl:19])[N:21]=1)[C:2]1[CH:3]=[CH:4][CH:5]=[CH:6][CH:7]=1, predict the reactants needed to synthesize it. The reactants are: [CH2:1]([O:8][C:9]1[CH:15]=[CH:14][C:13]([N+:16]([O-:18])=[O:17])=[CH:12][C:10]=1[NH2:11])[C:2]1[CH:7]=[CH:6][CH:5]=[CH:4][CH:3]=1.[Cl:19][C:20]1[N:25]=[C:24](Cl)[C:23]([F:27])=[CH:22][N:21]=1.CCN(C(C)C)C(C)C.C(Cl)Cl.CCCCCC.C(OCC)(=O)C. (7) Given the product [F:23][C:19]1[C:20]2[C:15](=[CH:14][C:13]([C:11]#[C:10][C:7]3[CH:8]=[CH:9][C:4]([CH2:1][CH2:2][CH3:3])=[CH:5][CH:6]=3)=[CH:22][CH:21]=2)[CH:16]=[CH:17][C:18]=1[O:24][C:25]([F:28])([F:27])[F:26], predict the reactants needed to synthesize it. The reactants are: [CH2:1]([C:4]1[CH:9]=[CH:8][C:7]([C:10]#[CH:11])=[CH:6][CH:5]=1)[CH2:2][CH3:3].Br[C:13]1[CH:22]=[CH:21][C:20]2[C:15](=[CH:16][CH:17]=[C:18]([O:24][C:25]([F:28])([F:27])[F:26])[C:19]=2[F:23])[CH:14]=1.C1(C)C=CC=CC=1.